This data is from Full USPTO retrosynthesis dataset with 1.9M reactions from patents (1976-2016). The task is: Predict the reactants needed to synthesize the given product. (1) Given the product [CH3:13][O:5][C:3](=[O:4])[CH:2]([NH:23][CH:20]1[CH2:22][CH2:21]1)[C:7]1[CH:8]=[CH:9][CH:10]=[CH:11][CH:12]=1, predict the reactants needed to synthesize it. The reactants are: C[C:2]([C:7]1[CH:12]=[CH:11][CH:10]=[CH:9][CH:8]=1)(Br)[C:3]([OH:5])=[O:4].[CH2:13](N(CC)CC)C.[CH:20]1([NH2:23])[CH2:22][CH2:21]1.[Na+].[Cl-]. (2) Given the product [Br:1][C:2]1[C:11]2[C:6](=[CH:7][C:8]([O:12][CH3:13])=[CH:9][CH:10]=2)[CH:5]([CH2:14][CH2:15][NH:16][C:17](=[O:26])[CH3:18])[CH2:4][CH:3]=1, predict the reactants needed to synthesize it. The reactants are: [Br:1][C:2]1[C:11]2[C:6](=[CH:7][C:8]([O:12][CH3:13])=[CH:9][CH:10]=2)[CH:5]([CH2:14][CH2:15][N:16]2C(=O)C3[C:18](=CC=CC=3)[C:17]2=[O:26])[CH2:4][CH:3]=1.[BH4-].[Na+].[OH-].[Na+].CN(C1C=CC=CN=1)C.C(OC(=O)C)(=O)C. (3) Given the product [ClH:1].[Cl:1][C:4]1[CH:9]=[CH:8][C:7]([C:27]([F:30])([F:29])[F:28])=[CH:6][C:5]=1[NH:10][CH2:11][CH:12]1[CH2:13][CH2:14][NH:15][CH2:16][CH2:17]1, predict the reactants needed to synthesize it. The reactants are: [ClH:1].FC(F)(F)[C:4]1[CH:9]=[CH:8][CH:7]=[CH:6][C:5]=1[NH:10][CH2:11][CH:12]1[CH2:17][CH2:16][NH:15][CH2:14][CH2:13]1.BrC1C=CC=CC=1[C:27]([F:30])([F:29])[F:28]. (4) Given the product [C:3]1([CH:11]=[CH:10][CH:9]=[C:7]([OH:8])[C:5]=1[OH:6])[OH:4].[CH:11]1[C:10]2[CH:10]=[CH:9][CH:7]=[C:5]([OH:6])[C:3](=[O:4])[C:9]=2[C:7]([OH:8])=[C:5]([OH:6])[C:3]=1[OH:4], predict the reactants needed to synthesize it. The reactants are: O=O.[C:3]1([CH:11]=[CH:10][CH:9]=[C:7]([OH:8])[C:5]=1[OH:6])[OH:4].OO. (5) Given the product [CH3:1][C:2]1[O:6][N:5]=[C:4]([C:7]2[CH:8]=[CH:9][CH:10]=[CH:11][CH:12]=2)[C:3]=1[CH2:13][O:14][C:15]1[N:16]=[CH:17][C:18]([C:19]([N:24]2[CH2:29][CH2:28][CH2:27][CH2:26][CH2:25]2)=[O:21])=[CH:22][CH:23]=1, predict the reactants needed to synthesize it. The reactants are: [CH3:1][C:2]1[O:6][N:5]=[C:4]([C:7]2[CH:12]=[CH:11][CH:10]=[CH:9][CH:8]=2)[C:3]=1[CH2:13][O:14][C:15]1[CH:23]=[CH:22][C:18]([C:19]([OH:21])=O)=[CH:17][N:16]=1.[NH:24]1[CH2:29][CH2:28][CH2:27][CH2:26][CH2:25]1.